From a dataset of Catalyst prediction with 721,799 reactions and 888 catalyst types from USPTO. Predict which catalyst facilitates the given reaction. (1) The catalyst class is: 3. Reactant: [Br:1][C:2]1[CH:7]=[CH:6][C:5]([NH:8][C:9]2[C:13]3[CH2:14][N:15]([C:18](=[O:20])[CH3:19])[CH2:16][CH2:17][C:12]=3[NH:11][N:10]=2)=[C:4]([F:21])[CH:3]=1.CS(O[CH:27]1[CH2:31][CH2:30][O:29][CH2:28]1)(=O)=O.C([O-])([O-])=O.[Cs+].[Cs+].O. Product: [Br:1][C:2]1[CH:7]=[CH:6][C:5]([NH:8][C:9]2[C:13]3[CH2:14][N:15]([C:18](=[O:20])[CH3:19])[CH2:16][CH2:17][C:12]=3[N:11]([CH:27]3[CH2:31][CH2:30][O:29][CH2:28]3)[N:10]=2)=[C:4]([F:21])[CH:3]=1. (2) Reactant: [C:1]1(N)[CH:6]=[CH:5][CH:4]=[CH:3][C:2]=1[NH2:7].N[CH:10]1[C:15](=O)N[C:12](=[O:13])[CH:11]1[CH2:17][CH2:18][CH2:19]CC(N)CCCCCC1C=CC=CC=1.[CH:34]12[C:46](=O)O[C:43](=O)[CH:35]1[CH:36]1[C:41](=[O:42])[O:40][C:38](=[O:39])[CH:37]12.[C:48]([O:51][C:52](=[O:54])[CH3:53])(=[O:50])[CH3:49].[N:55]1[CH:60]=[CH:59][CH:58]=[CH:57][CH:56]=1. Product: [CH3:56][C:57]1([CH3:34])[C:58]2[CH:59]=[C:60]([NH2:55])[CH:19]=[CH:18][C:17]=2[C:11]([C:5]2[CH:4]=[CH:3][C:2]([NH2:7])=[CH:1][CH:6]=2)([CH3:12])[CH2:10]1.[CH:10]1[C:11]([C:12]([C:46]2[CH:43]=[CH:35][C:36]3[C:41]([O:40][C:38](=[O:39])[C:37]=3[CH:34]=2)=[O:42])=[O:13])=[CH:17][C:49]2[C:48]([O:51][C:52](=[O:54])[C:53]=2[CH:15]=1)=[O:50]. The catalyst class is: 60.